Task: Predict the product of the given reaction.. Dataset: Forward reaction prediction with 1.9M reactions from USPTO patents (1976-2016) The product is: [O:8]1[C:7]2=[CH:2][N:3]=[C:4]([CH2:12][OH:13])[CH:5]=[C:6]2[CH2:11][CH2:10][CH2:9]1. Given the reactants Cl[C:2]1[N:3]=[C:4]([CH2:12][OH:13])[CH:5]=[C:6]2[CH:11]=[CH:10][CH2:9][O:8][C:7]=12.CCO.[OH-].[Na+], predict the reaction product.